From a dataset of Full USPTO retrosynthesis dataset with 1.9M reactions from patents (1976-2016). Predict the reactants needed to synthesize the given product. (1) The reactants are: [C:1](Cl)(=[O:3])[CH3:2].[CH:5]1([NH:8][C:9]2[CH:14]=[C:13]([C:15]3[S:19][C:18]([CH2:20][CH3:21])=[N:17][C:16]=3[C:22]3[CH:27]=[CH:26][C:25]([F:28])=[CH:24][CH:23]=3)[CH:12]=[CH:11][N:10]=2)[CH2:7][CH2:6]1.C(=O)([O-])[O-].[K+].[K+].O. Given the product [CH:5]1([N:8]([C:9]2[CH:14]=[C:13]([C:15]3[S:19][C:18]([CH2:20][CH3:21])=[N:17][C:16]=3[C:22]3[CH:23]=[CH:24][C:25]([F:28])=[CH:26][CH:27]=3)[CH:12]=[CH:11][N:10]=2)[C:1](=[O:3])[CH3:2])[CH2:7][CH2:6]1, predict the reactants needed to synthesize it. (2) Given the product [Cl:15][C:16]1[CH:17]=[CH:18][C:19]([C:22]2[CH:27]=[CH:26][CH:25]=[CH:24][C:23]=2[CH2:28][N:12]2[CH2:13][CH2:14][N:9]([C:4]3[CH:5]=[CH:6][CH:7]=[CH:8][C:3]=3[O:2][CH3:1])[CH2:10][CH2:11]2)=[CH:20][CH:21]=1, predict the reactants needed to synthesize it. The reactants are: [CH3:1][O:2][C:3]1[CH:8]=[CH:7][CH:6]=[CH:5][C:4]=1[N:9]1[CH2:14][CH2:13][NH:12][CH2:11][CH2:10]1.[Cl:15][C:16]1[CH:21]=[CH:20][C:19]([C:22]2[C:23]([CH:28]=O)=[CH:24][CH:25]=[CH:26][CH:27]=2)=[CH:18][CH:17]=1.[BH-](OC(C)=O)(OC(C)=O)OC(C)=O.[Na+].C1(C2C=CC=CC=2)C=CC=CC=1CN1CCN(C2C=CC=CC=2)CC1. (3) Given the product [CH:18]1([CH2:17][C@@H:13]([C:14](=[O:16])[N:35]2[CH2:36][CH2:37][CH2:38][C@H:34]2[C:32]2[NH:33][C:29]([C:23]3[CH:28]=[CH:27][CH:26]=[CH:25][CH:24]=3)=[CH:30][N:31]=2)[CH2:12][N:9]([OH:8])[CH:10]=[O:11])[CH2:19][CH2:20][CH2:21][CH2:22]1, predict the reactants needed to synthesize it. The reactants are: C([O:8][N:9]([CH2:12][C@@H:13]([CH2:17][CH:18]1[CH2:22][CH2:21][CH2:20][CH2:19]1)[C:14]([OH:16])=O)[CH:10]=[O:11])C1C=CC=CC=1.[C:23]1([C:29]2[NH:33][C:32]([C@@H:34]3[CH2:38][CH2:37][CH2:36][NH:35]3)=[N:31][CH:30]=2)[CH:28]=[CH:27][CH:26]=[CH:25][CH:24]=1. (4) The reactants are: [CH3:1][C:2]1[CH2:7][CH2:6][CH2:5][C:4]([CH3:9])([CH3:8])[C:3]=1/[CH:10]=[CH:11]/[C:12]1[CH:13]=[C:14]([CH2:18][CH2:19][CH2:20][NH2:21])[CH:15]=[CH:16][CH:17]=1.[C:22]([OH:27])(=[O:26])[C:23]([OH:25])=[O:24]. Given the product [C:22]([OH:27])(=[O:26])[C:23]([OH:25])=[O:24].[CH3:1][C:2]1[CH2:7][CH2:6][CH2:5][C:4]([CH3:8])([CH3:9])[C:3]=1/[CH:10]=[CH:11]/[C:12]1[CH:13]=[C:14]([CH2:18][CH2:19][CH2:20][NH2:21])[CH:15]=[CH:16][CH:17]=1, predict the reactants needed to synthesize it. (5) Given the product [Cl:30][CH:2]([C:22]1[CH:27]=[CH:26][CH:25]=[CH:24][CH:23]=1)[CH2:3][C:4]1[C:9]([CH2:10][CH2:11][C:12]2[CH:21]=[CH:20][C:15]([C:16]([O:18][CH3:19])=[O:17])=[CH:14][CH:13]=2)=[CH:8][CH:7]=[CH:6][N:5]=1, predict the reactants needed to synthesize it. The reactants are: O[CH:2]([C:22]1[CH:27]=[CH:26][CH:25]=[CH:24][CH:23]=1)[CH2:3][C:4]1[C:9]([CH2:10][CH2:11][C:12]2[CH:21]=[CH:20][C:15]([C:16]([O:18][CH3:19])=[O:17])=[CH:14][CH:13]=2)=[CH:8][CH:7]=[CH:6][N:5]=1.S(Cl)([Cl:30])=O. (6) Given the product [C:22]([O:21][C:19](=[O:20])[NH:18][C@@H:12]([CH2:11][N:10]([C:9]([O:8][CH2:1][C:2]1[CH:3]=[CH:4][CH:5]=[CH:6][CH:7]=1)=[O:26])[CH2:30][C:29]1[CH:32]=[CH:33][C:34]([CH3:36])=[CH:35][C:28]=1[CH3:27])[C@@H:13]([OH:17])[CH2:14][CH2:15][CH3:16])([CH3:25])([CH3:24])[CH3:23], predict the reactants needed to synthesize it. The reactants are: [CH2:1]([O:8][C:9](=[O:26])[NH:10][CH2:11][C@H:12]([NH:18][C:19]([O:21][C:22]([CH3:25])([CH3:24])[CH3:23])=[O:20])[C@@H:13]([OH:17])[C:14]#[C:15][CH3:16])[C:2]1[CH:7]=[CH:6][CH:5]=[CH:4][CH:3]=1.[CH3:27][C:28]1[CH:35]=[C:34]([CH3:36])[CH:33]=[CH:32][C:29]=1[CH:30]=O.C([BH3-])#N.[Na+].C(N(CC)CC)C.C(OC(OC(OCC1C=CC=CC=1)=O)=O)C1C=CC=CC=1. (7) Given the product [C:15]([O:18][CH:19]1[CH2:30][CH2:29][CH2:28][CH2:27][CH2:26][CH:25]([OH:31])[CH2:24][CH2:23][CH2:22][CH2:21][CH2:20]1)(=[O:17])[CH3:16], predict the reactants needed to synthesize it. The reactants are: C(O)CCCCCC(O)CCCC#C.[C:15]([O:18][CH:19]1[CH2:30][CH2:29][CH2:28][CH2:27][CH2:26][CH:25]([O:31][Si](CC)(CC)CC)[CH2:24][CH2:23][CH2:22][CH2:21][CH2:20]1)(=[O:17])[CH3:16].[N+](CCCC)(CCCC)(CCCC)CCCC.[F-].